From a dataset of NCI-60 drug combinations with 297,098 pairs across 59 cell lines. Regression. Given two drug SMILES strings and cell line genomic features, predict the synergy score measuring deviation from expected non-interaction effect. (1) Drug 1: CCCCCOC(=O)NC1=NC(=O)N(C=C1F)C2C(C(C(O2)C)O)O. Drug 2: C(CCl)NC(=O)N(CCCl)N=O. Cell line: SR. Synergy scores: CSS=47.7, Synergy_ZIP=-2.25, Synergy_Bliss=-1.13, Synergy_Loewe=-28.3, Synergy_HSA=0.160. (2) Drug 1: CC1=CC=C(C=C1)C2=CC(=NN2C3=CC=C(C=C3)S(=O)(=O)N)C(F)(F)F. Drug 2: C1CN(P(=O)(OC1)NCCCl)CCCl. Cell line: NCIH23. Synergy scores: CSS=-3.01, Synergy_ZIP=1.32, Synergy_Bliss=-0.465, Synergy_Loewe=-2.12, Synergy_HSA=-1.99. (3) Drug 1: C1CC(C1)(C(=O)O)C(=O)O.[NH2-].[NH2-].[Pt+2]. Drug 2: CCCCCOC(=O)NC1=NC(=O)N(C=C1F)C2C(C(C(O2)C)O)O. Cell line: OVCAR-5. Synergy scores: CSS=0.0690, Synergy_ZIP=5.55, Synergy_Bliss=0.0725, Synergy_Loewe=-2.58, Synergy_HSA=-0.929. (4) Drug 1: CN(CC1=CN=C2C(=N1)C(=NC(=N2)N)N)C3=CC=C(C=C3)C(=O)NC(CCC(=O)O)C(=O)O. Drug 2: COC1=C2C(=CC3=C1OC=C3)C=CC(=O)O2. Cell line: OVCAR-5. Synergy scores: CSS=22.5, Synergy_ZIP=4.27, Synergy_Bliss=-0.730, Synergy_Loewe=-45.6, Synergy_HSA=-1.50.